This data is from Reaction yield outcomes from USPTO patents with 853,638 reactions. The task is: Predict the reaction yield, written as a fraction of the theoretical maximum amount of product (1.0 means a 100% yield; for example, 0.34 means a 34% yield). (1) The reactants are [CH3:1][O:2][CH2:3][CH2:4][O:5][CH2:6][C:7]([C:10]1[CH:15]=[CH:14][C:13]([NH2:16])=[CH:12][CH:11]=1)([CH3:9])[CH3:8].[N+:17]([O-])([O-:19])=[O:18].[K+]. The catalyst is OS(O)(=O)=O. The product is [CH3:1][O:2][CH2:3][CH2:4][O:5][CH2:6][C:7]([C:10]1[CH:15]=[CH:14][C:13]([NH2:16])=[CH:12][C:11]=1[N+:17]([O-:19])=[O:18])([CH3:9])[CH3:8]. The yield is 0.710. (2) The reactants are [OH:1][C:2]1[C:3]([C:10]([OH:12])=[O:11])=[N:4][CH:5]=[C:6]([O:8][CH3:9])[CH:7]=1.[CH2:13](O)[CH3:14]. The catalyst is S(=O)(=O)(O)O.C(OCC)(=O)C. The product is [OH:1][C:2]1[C:3]([C:10]([O:12][CH2:13][CH3:14])=[O:11])=[N:4][CH:5]=[C:6]([O:8][CH3:9])[CH:7]=1. The yield is 0.760. (3) The reactants are [OH:1][C:2]1[CH:3]=[C:4]([C:18](O)=[O:19])[C:5]2[O:9][C:8]([C:10]3[CH:15]=[CH:14][C:13]([OH:16])=[CH:12][CH:11]=3)=[CH:7][C:6]=2[CH:17]=1. The catalyst is C1COCC1. The product is [OH:19][CH2:18][C:4]1[C:5]2[O:9][C:8]([C:10]3[CH:15]=[CH:14][C:13]([OH:16])=[CH:12][CH:11]=3)=[CH:7][C:6]=2[CH:17]=[C:2]([OH:1])[CH:3]=1. The yield is 0.360. (4) The reactants are [CH3:1][C:2]1([CH3:19])[CH2:7][C:6]([CH3:9])([CH3:8])[CH2:5][C:4]([C:11]#[C:12][C:13]2[CH:18]=[CH:17][CH:16]=[CH:15][N:14]=2)(O)[CH2:3]1.O=P(Cl)(Cl)Cl.C(OCC)(=O)C. The catalyst is N1C=CC=CC=1. The product is [CH3:1][C:2]1([CH3:19])[CH2:7][C:6]([CH3:8])([CH3:9])[CH2:5][C:4]([C:11]#[C:12][C:13]2[CH:18]=[CH:17][CH:16]=[CH:15][N:14]=2)=[CH:3]1. The yield is 0.800. (5) The reactants are [Si]([O:8][C:9]1[CH:14]=[CH:13][CH:12]=[CH:11][C:10]=1[NH:15][C:16]1[N:24]=[C:23]2[C:19]([NH:20][C:21](=[O:33])[N:22]2[C:25]2[CH:30]=[CH:29][CH:28]=[CH:27][C:26]=2[O:31][CH3:32])=[C:18]([C:34]([O:36]CC)=O)[N:17]=1)(C(C)(C)C)(C)C.[NH2:39]C1C(C(OCC)=O)=NC(NC2C=CC=CC=2O[Si](C(C)(C)C)(C)C)=NC=1NC1C=CC=CC=1OC.C(N1C=CN=C1)(N1C=CN=C1)=O. The catalyst is C(Cl)Cl. The product is [OH:8][C:9]1[CH:14]=[CH:13][CH:12]=[CH:11][C:10]=1[NH:15][C:16]1[N:24]=[C:23]2[C:19]([NH:20][C:21](=[O:33])[N:22]2[C:25]2[CH:30]=[CH:29][CH:28]=[CH:27][C:26]=2[O:31][CH3:32])=[C:18]([C:34]([NH2:39])=[O:36])[N:17]=1. The yield is 0.960.